The task is: Regression/Classification. Given a drug SMILES string, predict its absorption, distribution, metabolism, or excretion properties. Task type varies by dataset: regression for continuous measurements (e.g., permeability, clearance, half-life) or binary classification for categorical outcomes (e.g., BBB penetration, CYP inhibition). Dataset: cyp2c9_veith.. This data is from CYP2C9 inhibition data for predicting drug metabolism from PubChem BioAssay. The compound is COCCNC(=O)CCn1c(=O)oc2ccccc21. The result is 0 (non-inhibitor).